From a dataset of Merck oncology drug combination screen with 23,052 pairs across 39 cell lines. Regression. Given two drug SMILES strings and cell line genomic features, predict the synergy score measuring deviation from expected non-interaction effect. (1) Drug 1: N.N.O=C(O)C1(C(=O)O)CCC1.[Pt]. Drug 2: O=C(O)C1(Cc2cccc(Nc3nccs3)n2)CCC(Oc2cccc(Cl)c2F)CC1. Cell line: A375. Synergy scores: synergy=16.7. (2) Drug 1: COc1cccc2c1C(=O)c1c(O)c3c(c(O)c1C2=O)CC(O)(C(=O)CO)CC3OC1CC(N)C(O)C(C)O1. Drug 2: NC(=O)c1cccc2cn(-c3ccc(C4CCCNC4)cc3)nc12. Cell line: CAOV3. Synergy scores: synergy=2.44.